This data is from Full USPTO retrosynthesis dataset with 1.9M reactions from patents (1976-2016). The task is: Predict the reactants needed to synthesize the given product. (1) Given the product [Cl:27][C:28]1[CH:33]=[CH:32][C:31]([C:2]2[CH:3]=[N:4][CH:5]=[C:6]3[C:11]=2[N:10]=[C:9]([C:12]([NH:14][CH:15]([C:17]2[CH:22]=[CH:21][CH:20]=[C:19]([S:23]([CH3:26])(=[O:25])=[O:24])[CH:18]=2)[CH3:16])=[O:13])[CH:8]=[CH:7]3)=[CH:30][CH:29]=1, predict the reactants needed to synthesize it. The reactants are: Br[C:2]1[CH:3]=[N:4][CH:5]=[C:6]2[C:11]=1[N:10]=[C:9]([C:12]([NH:14][CH:15]([C:17]1[CH:22]=[CH:21][CH:20]=[C:19]([S:23]([CH3:26])(=[O:25])=[O:24])[CH:18]=1)[CH3:16])=[O:13])[CH:8]=[CH:7]2.[Cl:27][C:28]1[CH:33]=[CH:32][C:31](B(O)O)=[CH:30][CH:29]=1.C(=O)([O-])[O-].[Cs+].[Cs+]. (2) Given the product [CH2:38]([O:37][C:35]([N:14]1[C:15]2[C:20](=[CH:19][C:18]([C:21]([F:24])([F:22])[F:23])=[CH:17][CH:16]=2)[C@H:11]([NH:10][C:9]([O:8][CH2:1][C:2]2[CH:3]=[CH:4][CH:5]=[CH:6][CH:7]=2)=[O:27])[CH2:12][C@@H:13]1[CH2:25][CH3:26])=[O:36])[CH3:39], predict the reactants needed to synthesize it. The reactants are: [CH2:1]([O:8][C:9](=[O:27])[NH:10][C@H:11]1[C:20]2[C:15](=[CH:16][CH:17]=[C:18]([C:21]([F:24])([F:23])[F:22])[CH:19]=2)[NH:14][C@@H:13]([CH2:25][CH3:26])[CH2:12]1)[C:2]1[CH:7]=[CH:6][CH:5]=[CH:4][CH:3]=1.N1C=CC=CC=1.Cl[C:35]([O:37][CH2:38][CH3:39])=[O:36].ClC([O-])=O.[OH-].[Na+].